Dataset: Catalyst prediction with 721,799 reactions and 888 catalyst types from USPTO. Task: Predict which catalyst facilitates the given reaction. (1) Reactant: [C:1]([C:4]1[CH:9]=[CH:8][C:7]([NH:10]C(=O)C)=[CH:6][C:5]=1[OH:14])(=[O:3])[CH3:2].[C:15](OCC)(=O)[C:16]([O:18][CH2:19][CH3:20])=[O:17].[O-]CC.[Na+].Cl. Product: [NH2:10][C:7]1[CH:6]=[C:5]2[C:4]([C:1](=[O:3])[CH:2]=[C:15]([C:16]([O:18][CH2:19][CH3:20])=[O:17])[O:14]2)=[CH:9][CH:8]=1. The catalyst class is: 40. (2) Reactant: [CH:1]1[CH:6]=[C:5]([S-:7])[N+:4]([O-:8])=[CH:3][CH:2]=1.[CH:9]1[CH:14]=[C:13]([S-:15])[N+:12]([O-:16])=[CH:11][CH:10]=1.[Zn+2:17].CCO[Si](OCC)(OCC)OCC. Product: [CH:1]1[CH:2]=[CH:3][N:4]([O-:8])[C:5](=[S:7])[CH:6]=1.[CH:9]1[CH:10]=[CH:11][N:12]([O-:16])[C:13](=[S:15])[CH:14]=1.[Zn+2:17]. The catalyst class is: 15. (3) Reactant: C(C(=C)C([O-])=O)#N.[CH:8]1[C:21]2[C:12](=[CH:13][C:14]3[C:19]([CH:20]=2)=[CH:18][CH:17]=[CH:16][CH:15]=3)[CH:11]=[CH:10][CH:9]=1.C(C(=C)C(Cl)=O)#N.CO.C(N(CC)CC)C. Product: [CH:11]1[C:12]2[C:21](=[CH:20][C:19]3[C:14]([CH:13]=2)=[CH:15][CH:16]=[CH:17][CH:18]=3)[CH:8]=[CH:9][CH:10]=1. The catalyst class is: 2. (4) Reactant: [Br:1][C:2]1[CH:7]=[N:6][C:5]([NH2:8])=[CH:4][N:3]=1.C(N(CC)CC)C.[F:16][C:17]1[CH:25]=[CH:24][CH:23]=[C:22]([F:26])[C:18]=1[C:19](Cl)=[O:20]. Product: [Br:1][C:2]1[N:3]=[CH:4][C:5]([NH:8][C:19](=[O:20])[C:18]2[C:17]([F:16])=[CH:25][CH:24]=[CH:23][C:22]=2[F:26])=[N:6][CH:7]=1. The catalyst class is: 4. (5) Product: [Cl:13][C:14]1[CH:22]=[CH:21][C:17]([C:18]([NH:11][C:7]2[CH:8]=[CH:9][CH:10]=[C:5]([CH:4]3[O:3][CH2:2][CH2:1][O:12]3)[CH:6]=2)=[O:19])=[CH:16][CH:15]=1. The catalyst class is: 25. Reactant: [CH2:1]1[O:12][CH:4]([C:5]2[CH:10]=[CH:9][CH:8]=[C:7]([NH2:11])[CH:6]=2)[O:3][CH2:2]1.[Cl:13][C:14]1[CH:22]=[CH:21][C:17]([C:18](Cl)=[O:19])=[CH:16][CH:15]=1. (6) Reactant: B(Br)(Br)Br.[Br:5][C:6]1[N:7]=[C:8]([O:29]C)[C:9]([NH:12][S:13]([CH:16]([C:21]2[CH:26]=[C:25]([Cl:27])[CH:24]=[C:23]([Cl:28])[CH:22]=2)[C:17]([F:20])([F:19])[F:18])(=[O:15])=[O:14])=[N:10][CH:11]=1. Product: [Br:5][C:6]1[N:7]=[C:8]([OH:29])[C:9]([NH:12][S:13]([CH:16]([C:21]2[CH:26]=[C:25]([Cl:27])[CH:24]=[C:23]([Cl:28])[CH:22]=2)[C:17]([F:19])([F:18])[F:20])(=[O:14])=[O:15])=[N:10][CH:11]=1. The catalyst class is: 2. (7) Reactant: [CH:1]1([C:7]2[CH:32]=[CH:31][CH:30]=[C:29]3[C:8]=2[CH:9]=[C:10]2[C:16]4[CH:17]=[C:18]([C:21]([O:23]C)=[O:22])[CH:19]=[CH:20][C:15]=4[N:14]4[CH:25]=[N:26][N:27]([CH3:28])[C:13]4=[CH:12][N:11]23)[CH2:6][CH2:5][CH2:4][CH2:3][CH2:2]1.[OH-].[Na+]. Product: [CH:1]1([C:7]2[CH:32]=[CH:31][CH:30]=[C:29]3[C:8]=2[CH:9]=[C:10]2[C:16]4[CH:17]=[C:18]([C:21]([OH:23])=[O:22])[CH:19]=[CH:20][C:15]=4[N:14]4[CH:25]=[N:26][N:27]([CH3:28])[C:13]4=[CH:12][N:11]23)[CH2:2][CH2:3][CH2:4][CH2:5][CH2:6]1. The catalyst class is: 36. (8) Reactant: [CH3:1][O:2][C:3]1[C:8]2[O:9][CH2:10][O:11][C:7]=2[CH:6]=[C:5]([CH2:12][OH:13])[CH:4]=1.[Cr](Cl)([O-])(=O)=O.[NH+]1C=CC=CC=1.C(OCC)(=O)C.CCCCCC. Product: [CH3:1][O:2][C:3]1[C:8]2[O:9][CH2:10][O:11][C:7]=2[CH:6]=[C:5]([CH:12]=[O:13])[CH:4]=1. The catalyst class is: 4. (9) Reactant: Cl[C:2]1[N:7]=[CH:6][N:5]=[C:4]([N:8]([CH3:21])[C@H:9]2[C@@H:13]3[O:14][C:15]([CH3:18])([CH3:17])[O:16][C@@H:12]3[C@@H:11]([CH2:19][OH:20])[CH2:10]2)[CH:3]=1.C(N(CC)C(C)C)(C)C.[NH2:31][C@@H:32]1[C:40]2[C:35](=[CH:36][CH:37]=[CH:38][CH:39]=2)[CH2:34][CH2:33]1. Product: [C@@H:32]1([NH:31][C:2]2[N:7]=[CH:6][N:5]=[C:4]([N:8]([CH3:21])[C@H:9]3[C@@H:13]4[O:14][C:15]([CH3:18])([CH3:17])[O:16][C@@H:12]4[C@@H:11]([CH2:19][OH:20])[CH2:10]3)[CH:3]=2)[C:40]2[C:35](=[CH:36][CH:37]=[CH:38][CH:39]=2)[CH2:34][CH2:33]1. The catalyst class is: 51. (10) Reactant: [F:1][C:2]1[CH:7]=[CH:6][C:5]([N:8]2[CH2:23][CH2:22][C:11]3[NH:12][C:13]4[CH:14]=[CH:15][C:16]([C:19]([OH:21])=O)=[CH:17][C:18]=4[C:10]=3[CH2:9]2)=[CH:4][CH:3]=1.CN(C(ON1N=NC2C=CC=NC1=2)=[N+](C)C)C.F[P-](F)(F)(F)(F)F.Cl.Cl.[N:50]1[CH:55]=[CH:54][CH:53]=[C:52]([CH2:56][N:57]2[CH2:62][CH2:61][CH:60]([NH2:63])[CH2:59][CH2:58]2)[CH:51]=1.C(N(CC)CC)C.C(=O)(O)[O-].[Na+]. Product: [F:1][C:2]1[CH:7]=[CH:6][C:5]([N:8]2[CH2:23][CH2:22][C:11]3[NH:12][C:13]4[CH:14]=[CH:15][C:16]([C:19]([NH:63][CH:60]5[CH2:59][CH2:58][N:57]([CH2:56][C:52]6[CH:51]=[N:50][CH:55]=[CH:54][CH:53]=6)[CH2:62][CH2:61]5)=[O:21])=[CH:17][C:18]=4[C:10]=3[CH2:9]2)=[CH:4][CH:3]=1. The catalyst class is: 3.